From a dataset of Catalyst prediction with 721,799 reactions and 888 catalyst types from USPTO. Predict which catalyst facilitates the given reaction. (1) Reactant: [NH2:1][S:2]([N:5]1[CH2:8][CH:7]([NH:9][C:10](=[O:16])[O:11][C:12]([CH3:15])([CH3:14])[CH3:13])[CH2:6]1)(=[O:4])=[O:3].C1(P(C2CCCCC2)C2C=CC=CC=2C2C(C(C)C)=CC(C(C)C)=CC=2C(C)C)CCCCC1.C(=O)([O-])[O-].[Cs+].[Cs+].COC1N=CN=CC=1.Cl[C:66]1[CH:71]=[C:70]([O:72][CH3:73])[N:69]=[C:68]([S:74][CH2:75][C:76]2[CH:81]=[CH:80][CH:79]=[C:78]([F:82])[C:77]=2[F:83])[N:67]=1.[Cl-].[NH4+]. Product: [F:83][C:77]1[C:78]([F:82])=[CH:79][CH:80]=[CH:81][C:76]=1[CH2:75][S:74][C:68]1[N:67]=[C:66]([NH:1][S:2]([N:5]2[CH2:8][CH:7]([NH:9][C:10](=[O:16])[O:11][C:12]([CH3:13])([CH3:15])[CH3:14])[CH2:6]2)(=[O:4])=[O:3])[CH:71]=[C:70]([O:72][CH3:73])[N:69]=1. The catalyst class is: 62. (2) Product: [CH:1]1[C:10]2[C:5](=[CH:6][CH:7]=[CH:8][CH:9]=2)[CH:4]=[CH:3][C:2]=1[O:11][C:12]1[CH:13]=[CH:14][C:15]([C:16]([NH:18][C:19]2[CH:28]=[CH:27][CH:26]=[CH:25][C:20]=2[C:21]([OH:23])=[O:22])=[O:17])=[CH:29][CH:30]=1. Reactant: [CH:1]1[C:10]2[C:5](=[CH:6][CH:7]=[CH:8][CH:9]=2)[CH:4]=[CH:3][C:2]=1[O:11][C:12]1[CH:30]=[CH:29][C:15]([C:16]([NH:18][C:19]2[CH:28]=[CH:27][CH:26]=[CH:25][C:20]=2[C:21]([O:23]C)=[O:22])=[O:17])=[CH:14][CH:13]=1.[OH-].[Li+].Cl.O. The catalyst class is: 92. (3) Reactant: F[B-](F)(F)F.N1(OC(N(C)C)=[N+](C)C)C2C=CC=CC=2N=N1.[I:23][C:24]1[N:25]=[CH:26][O:27][C:28]=1[C:29]1[CH:37]=[CH:36][C:32]([C:33]([OH:35])=O)=[CH:31][CH:30]=1.[C:38]([O:42][C:43]([N:45]1[CH2:50][CH2:49][CH:48]([NH:51][CH:52]2[CH2:54][CH2:53]2)[CH2:47][CH2:46]1)=[O:44])([CH3:41])([CH3:40])[CH3:39].C(N(CC)C(C)C)(C)C. Product: [C:38]([O:42][C:43]([N:45]1[CH2:50][CH2:49][CH:48]([N:51]([CH:52]2[CH2:53][CH2:54]2)[C:33](=[O:35])[C:32]2[CH:31]=[CH:30][C:29]([C:28]3[O:27][CH:26]=[N:25][C:24]=3[I:23])=[CH:37][CH:36]=2)[CH2:47][CH2:46]1)=[O:44])([CH3:41])([CH3:39])[CH3:40]. The catalyst class is: 9.